Dataset: Full USPTO retrosynthesis dataset with 1.9M reactions from patents (1976-2016). Task: Predict the reactants needed to synthesize the given product. Given the product [CH3:19][O:18][C:16](/[C:8](=[CH:9]/[C:10]1[O:11][C:12]([CH3:15])=[CH:13][CH:14]=1)/[CH2:7][C:6]([OH:20])=[O:5])=[O:17], predict the reactants needed to synthesize it. The reactants are: C([O:5][C:6](=[O:20])[CH2:7]/[C:8](/[C:16]([O:18][CH3:19])=[O:17])=[CH:9]\[C:10]1[O:11][C:12]([CH3:15])=[CH:13][CH:14]=1)(C)(C)C.